Predict the product of the given reaction. From a dataset of Forward reaction prediction with 1.9M reactions from USPTO patents (1976-2016). (1) Given the reactants [CH3:1][C:2]1[CH:7]=[CH:6][CH:5]=[C:4]([CH3:8])[C:3]=1[N:9]=[C:10]=[O:11].[NH2:12][C:13]1[CH:18]=[C:17]([CH3:19])[CH:16]=[CH:15][C:14]=1[C:20]([NH:22][C@@H:23]([CH:28]1[CH2:33][CH2:32][CH2:31][CH2:30][CH2:29]1)[C:24]([O:26][CH3:27])=[O:25])=[O:21].CCCCCC.C(OCC)(=O)C, predict the reaction product. The product is: [CH:28]1([C@H:23]([NH:22][C:20]([C:14]2[CH:15]=[CH:16][C:17]([CH3:19])=[CH:18][C:13]=2[NH:12][C:10]([NH:9][C:3]2[C:2]([CH3:1])=[CH:7][CH:6]=[CH:5][C:4]=2[CH3:8])=[O:11])=[O:21])[C:24]([O:26][CH3:27])=[O:25])[CH2:33][CH2:32][CH2:31][CH2:30][CH2:29]1. (2) Given the reactants [Cl:1][C:2]1[CH:7]=[CH:6][C:5]([S:8][C:9]2[C:17]3[C:12](=[N:13][CH:14]=[CH:15][CH:16]=3)[NH:11][C:10]=2[C:18]([OH:20])=O)=[CH:4][CH:3]=1.[NH2:21][C@H:22]1[CH2:27][CH2:26][C@H:25]([OH:28])[CH2:24][CH2:23]1.C(N(CC)C(C)C)(C)C.C1C=NC2N(O)N=NC=2C=1.C(Cl)CCl, predict the reaction product. The product is: [Cl:1][C:2]1[CH:3]=[CH:4][C:5]([S:8][C:9]2[C:17]3[C:12](=[N:13][CH:14]=[CH:15][CH:16]=3)[NH:11][C:10]=2[C:18]([NH:21][C@H:22]2[CH2:27][CH2:26][C@H:25]([OH:28])[CH2:24][CH2:23]2)=[O:20])=[CH:6][CH:7]=1. (3) The product is: [N:1]1([CH2:6][C:7]2[CH:8]=[CH:9][C:10]([CH2:11][N:12]3[CH:16]=[C:15]([C:17]([NH:30][CH2:29][C:25]4[CH:26]=[CH:27][CH:28]=[C:23]([Cl:22])[CH:24]=4)=[O:19])[CH:14]=[N:13]3)=[CH:20][CH:21]=2)[CH:5]=[CH:4][CH:3]=[N:2]1. Given the reactants [N:1]1([CH2:6][C:7]2[CH:21]=[CH:20][C:10]([CH2:11][N:12]3[CH:16]=[C:15]([C:17]([OH:19])=O)[CH:14]=[N:13]3)=[CH:9][CH:8]=2)[CH:5]=[CH:4][CH:3]=[N:2]1.[Cl:22][C:23]1[CH:24]=[C:25]([CH2:29][NH2:30])[CH:26]=[CH:27][CH:28]=1.CCN(C(C)C)C(C)C.CN(C(ON1N=NC2C=CC=NC1=2)=[N+](C)C)C.F[P-](F)(F)(F)(F)F, predict the reaction product. (4) The product is: [F:8][C:9]1[CH:10]=[C:11]([CH2:15][C:16]([O:18][CH2:5][CH3:6])=[O:17])[CH:12]=[CH:13][CH:14]=1. Given the reactants S(Cl)(Cl)=O.[CH2:5](O)[CH3:6].[F:8][C:9]1[CH:10]=[C:11]([CH2:15][C:16]([OH:18])=[O:17])[CH:12]=[CH:13][CH:14]=1, predict the reaction product. (5) Given the reactants [CH:1]1([NH:4][C:5](=[O:10])[CH2:6][NH2+:7][CH2:8][CH3:9])[CH2:3][CH2:2]1.[Cl-].[O:12]1[CH2:17][CH2:16][CH:15]([CH:18]2[CH2:30][C:29]3[C:28]4[C:23](=[CH:24][CH:25]=[C:26]([C:31](O)=[O:32])[CH:27]=4)[NH:22][C:21]=3[CH2:20][CH2:19]2)[CH2:14][CH2:13]1.CCN(C(C)C)C(C)C.CN(C(ON1N=NC2C=CC=NC1=2)=[N+](C)C)C.F[P-](F)(F)(F)(F)F, predict the reaction product. The product is: [CH:1]1([NH:4][C:5](=[O:10])[CH2:6][N:7]([CH2:8][CH3:9])[C:31]([C:26]2[CH:27]=[C:28]3[C:23](=[CH:24][CH:25]=2)[NH:22][C:21]2[CH2:29][CH2:30][CH:18]([CH:15]4[CH2:14][CH2:13][O:12][CH2:17][CH2:16]4)[CH2:19][C:20]3=2)=[O:32])[CH2:3][CH2:2]1. (6) Given the reactants Br[C:2]1[CH:7]=[CH:6][C:5]([C:8]2[N:12]([C:13]3[C:18]([CH3:19])=[CH:17][CH:16]=[CH:15][C:14]=3[CH3:20])[C:11]([C:21]3[CH:26]=[CH:25][CH:24]=[CH:23][C:22]=3[CH3:27])=[N:10][N:9]=2)=[CH:4][CH:3]=1.[CH:28]1[C:40]2[NH:39][C:38]3[C:33](=[CH:34][CH:35]=[CH:36][CH:37]=3)[C:32]=2[CH:31]=[CH:30][CH:29]=1.N1C2C(=CC=C3C=2N=CC=C3)C=CC=1.C(=O)([O-])[O-].[Cs+].[Cs+], predict the reaction product. The product is: [CH:37]1[C:38]2[N:39]([C:2]3[CH:7]=[CH:6][C:5]([C:8]4[N:12]([C:13]5[C:18]([CH3:19])=[CH:17][CH:16]=[CH:15][C:14]=5[CH3:20])[C:11]([C:21]5[CH:26]=[CH:25][CH:24]=[CH:23][C:22]=5[CH3:27])=[N:10][N:9]=4)=[CH:4][CH:3]=3)[C:40]3[C:32](=[CH:31][CH:30]=[CH:29][CH:28]=3)[C:33]=2[CH:34]=[CH:35][CH:36]=1. (7) Given the reactants [CH2:1]([O:8][C:9]1[C:10]([C:18]2(O)[C:26]3[C:21](=[CH:22][CH:23]=[CH:24][CH:25]=3)[N:20]([CH2:27][C:28]3[O:29][C:30]([C:33]([F:36])([F:35])[F:34])=[CH:31][CH:32]=3)[C:19]2=[O:37])=[CH:11][C:12]2[O:16][CH2:15][O:14][C:13]=2[CH:17]=1)[C:2]1[CH:7]=[CH:6][CH:5]=[CH:4][CH:3]=1.C([SiH](CC)CC)C.FC(F)(F)C(O)=O, predict the reaction product. The product is: [CH2:1]([O:8][C:9]1[C:10]([CH:18]2[C:26]3[C:21](=[CH:22][CH:23]=[CH:24][CH:25]=3)[N:20]([CH2:27][C:28]3[O:29][C:30]([C:33]([F:36])([F:35])[F:34])=[CH:31][CH:32]=3)[C:19]2=[O:37])=[CH:11][C:12]2[O:16][CH2:15][O:14][C:13]=2[CH:17]=1)[C:2]1[CH:7]=[CH:6][CH:5]=[CH:4][CH:3]=1. (8) Given the reactants Cl[CH2:2][C:3]1[N:4]=[C:5]([CH:8]([CH3:10])[CH3:9])[S:6][CH:7]=1.BrCC1CCCCO1.[CH3:19][N:20]([CH3:48])[C:21]1[N:26]=[CH:25][C:24]([C:27]2[CH:35]=[CH:34][CH:33]=[C:32]3[C:28]=2[C:29]2([C:40]4=[CH:41][C:42]5[O:46][CH2:45][O:44][C:43]=5[CH:47]=[C:39]4[O:38][CH2:37]2)[C:30](=[O:36])[NH:31]3)=[CH:23][CH:22]=1.N1C2C(=CC=CC=2)C2(COC3C=C4C(=CC2=3)CCO4)C1=O, predict the reaction product. The product is: [CH3:19][N:20]([CH3:48])[C:21]1[N:26]=[CH:25][C:24]([C:27]2[CH:35]=[CH:34][CH:33]=[C:32]3[C:28]=2[C:29]2([C:40]4=[CH:41][C:42]5[O:46][CH2:45][O:44][C:43]=5[CH:47]=[C:39]4[O:38][CH2:37]2)[C:30](=[O:36])[N:31]3[CH2:2][C:3]2[N:4]=[C:5]([CH:8]([CH3:10])[CH3:9])[S:6][CH:7]=2)=[CH:23][CH:22]=1.